From a dataset of CYP2C19 inhibition data for predicting drug metabolism from PubChem BioAssay. Regression/Classification. Given a drug SMILES string, predict its absorption, distribution, metabolism, or excretion properties. Task type varies by dataset: regression for continuous measurements (e.g., permeability, clearance, half-life) or binary classification for categorical outcomes (e.g., BBB penetration, CYP inhibition). Dataset: cyp2c19_veith. (1) The compound is COC(=O)c1ccc(NC(=S)N2CCN(Cc3cccc(C)c3)CC2)cc1. The result is 1 (inhibitor). (2) The compound is CC(C)(Cc1c[nH]c2ccc(Cl)cc12)NCCOc1ccccc1OCC1CC1. The result is 1 (inhibitor). (3) The compound is COc1ccc(N2CCN(c3oc(Cc4cccc5ccccc45)nc3C#N)CC2)cc1. The result is 1 (inhibitor). (4) The molecule is Cc1c(-c2nc(N)nc(C3CC3)c2C)nc(N)nc1C1CC1. The result is 0 (non-inhibitor). (5) The drug is Clc1ccccc1-c1nccc(NCc2cccs2)n1. The result is 1 (inhibitor). (6) The compound is O=c1c(-c2ccccc2)nc2cncnc2n1Cc1ccc(F)cc1. The result is 1 (inhibitor).